From a dataset of Full USPTO retrosynthesis dataset with 1.9M reactions from patents (1976-2016). Predict the reactants needed to synthesize the given product. (1) Given the product [C:1]([O:5][C:6](=[O:14])[CH2:7][CH2:8][N:9]([CH2:10][CH2:11][CH2:12][CH3:13])[C:18]1[C:19]([N+:23]([O-:25])=[O:24])=[CH:20][N:21]=[C:16]([Cl:15])[N:17]=1)([CH3:4])([CH3:3])[CH3:2], predict the reactants needed to synthesize it. The reactants are: [C:1]([O:5][C:6](=[O:14])[CH2:7][CH2:8][NH:9][CH2:10][CH2:11][CH2:12][CH3:13])([CH3:4])([CH3:3])[CH3:2].[Cl:15][C:16]1[N:21]=[C:20](Cl)[C:19]([N+:23]([O-:25])=[O:24])=[CH:18][N:17]=1.C(=O)(O)[O-].[K+]. (2) Given the product [F:1][C:2]1[CH:7]=[CH:6][C:5]([F:8])=[CH:4][C:3]=1[CH2:9][CH2:10][C:11]([NH:26][CH2:25][CH2:24][C:18]1[CH:19]=[CH:20][C:21]([O:22][CH3:23])=[C:16]([O:15][CH3:14])[CH:17]=1)=[O:13], predict the reactants needed to synthesize it. The reactants are: [F:1][C:2]1[CH:7]=[CH:6][C:5]([F:8])=[CH:4][C:3]=1[CH2:9][CH2:10][C:11]([OH:13])=O.[CH3:14][O:15][C:16]1[CH:17]=[C:18]([CH2:24][CH2:25][NH2:26])[CH:19]=[CH:20][C:21]=1[O:22][CH3:23]. (3) Given the product [Cl:24][C:25]1[CH:32]=[CH:31][C:28]([CH2:29][O:30][C:3]2[N:8]=[C:7]([C:9]3[CH:14]=[CH:13][C:12]([Cl:15])=[CH:11][C:10]=3[Cl:16])[C:6]([C:17]3[CH:22]=[CH:21][C:20]([Cl:23])=[CH:19][CH:18]=3)=[CH:5][N:4]=2)=[CH:27][CH:26]=1, predict the reactants needed to synthesize it. The reactants are: CS[C:3]1[N:8]=[C:7]([C:9]2[CH:14]=[CH:13][C:12]([Cl:15])=[CH:11][C:10]=2[Cl:16])[C:6]([C:17]2[CH:22]=[CH:21][C:20]([Cl:23])=[CH:19][CH:18]=2)=[CH:5][N:4]=1.[Cl:24][C:25]1[CH:32]=[CH:31][C:28]([CH2:29][OH:30])=[CH:27][CH:26]=1. (4) Given the product [O:27]=[C:21]([NH:20][C@:10]1([NH2:11])[C@H:12]([C@@H:14]([C@@H:16]([CH2:18][OH:19])[OH:17])[OH:15])[O:13][C:5]([OH:6])([C:3](=[O:2])[OH:4])[CH2:7][C@@H:8]1[OH:9])[CH2:22][CH2:23][C:24](=[O:26])[CH3:25], predict the reactants needed to synthesize it. The reactants are: C[O:2][C:3]([C:5]1([O:13][C@@H:12]([C@@H:14]([C@@H:16]([CH2:18][OH:19])[OH:17])[OH:15])[C@:10]([NH:20][C:21](=[O:27])[CH2:22][CH2:23][C:24](=[O:26])[CH3:25])([NH2:11])[C@@H:8]([OH:9])[CH2:7]1)[OH:6])=[O:4].C[O-].[Na+]. (5) The reactants are: [Br:1][C:2]1[C:3](=[O:20])[N:4]([C:10]2[CH:15]=[C:14]([C:16]([F:19])([F:18])[F:17])[CH:13]=[CH:12][N:11]=2)[C:5](=[O:9])[C:6]=1[O:7][CH3:8].[BH4-].[Na+].O. Given the product [Br:1][C:2]1[C:3](=[O:20])[N:4]([C:10]2[CH:15]=[C:14]([C:16]([F:19])([F:18])[F:17])[CH:13]=[CH:12][N:11]=2)[CH:5]([OH:9])[C:6]=1[O:7][CH3:8], predict the reactants needed to synthesize it. (6) Given the product [CH3:1][O:2][C:3]1[CH:4]=[C:5]([C@@H:14]([CH2:15][CH3:16])[CH2:13][CH:12]=[O:17])[CH:6]=[CH:7][CH:8]=1, predict the reactants needed to synthesize it. The reactants are: [CH3:1][O:2][C:3]1[CH:4]=[C:5](B(O)O)[CH:6]=[CH:7][CH:8]=1.[CH:12](=[O:17])/[CH:13]=[CH:14]/[CH2:15][CH3:16].C1(C2[C@@H]3CC[C@H](C=2)C(C2C=CC=CC=2)=C3)C=CC=CC=1.[OH-].[K+].